This data is from Full USPTO retrosynthesis dataset with 1.9M reactions from patents (1976-2016). The task is: Predict the reactants needed to synthesize the given product. The reactants are: [CH2:1](B1OC(C)(C)C(C)(C)O1)[C:2]1[CH:7]=[CH:6][CH:5]=[CH:4][CH:3]=1.Cl[C:18]1[CH:19]=[C:20]([C:33]2[N:38]=[C:37]([CH3:39])[N:36]=[C:35]([N:40]([CH2:50][C:51]3[CH:56]=[CH:55][C:54]([O:57][CH3:58])=[CH:53][CH:52]=3)[CH2:41][C:42]3[CH:47]=[CH:46][C:45]([O:48][CH3:49])=[CH:44][CH:43]=3)[N:34]=2)[C:21]([NH:24][C:25]2[CH:26]=[N:27][C:28]([O:31][CH3:32])=[CH:29][CH:30]=2)=[N:22][CH:23]=1.C1(P(C2CCCCC2)C2C=CC=CC=2C2C(C(C)C)=CC(C(C)C)=CC=2C(C)C)CCCCC1.C(=O)([O-])[O-].[Na+].[Na+]. Given the product [CH2:1]([C:18]1[CH:19]=[C:20]([C:33]2[N:38]=[C:37]([CH3:39])[N:36]=[C:35]([N:40]([CH2:50][C:51]3[CH:56]=[CH:55][C:54]([O:57][CH3:58])=[CH:53][CH:52]=3)[CH2:41][C:42]3[CH:47]=[CH:46][C:45]([O:48][CH3:49])=[CH:44][CH:43]=3)[N:34]=2)[C:21]([NH:24][C:25]2[CH:26]=[N:27][C:28]([O:31][CH3:32])=[CH:29][CH:30]=2)=[N:22][CH:23]=1)[C:2]1[CH:7]=[CH:6][CH:5]=[CH:4][CH:3]=1, predict the reactants needed to synthesize it.